From a dataset of Catalyst prediction with 721,799 reactions and 888 catalyst types from USPTO. Predict which catalyst facilitates the given reaction. (1) Reactant: [CH3:1][O:2]/[CH:3]=[CH:4]/[C:5]([OH:7])=O.O1CCCC1.C(Cl)(=O)C(Cl)=O.Cl.[NH2:20][C:21]1[N:22]=[C:23]2[CH:28]=[CH:27][C:26]([O:29][C:30]3[CH:31]=[CH:32][C:33]([CH3:46])=[C:34]([NH:36][C:37]([C:39]4[N:43]([CH3:44])[N:42]=[C:41]([CH3:45])[CH:40]=4)=[O:38])[CH:35]=3)=[N:25][N:24]2[CH:47]=1. Product: [CH3:1][O:2]/[CH:3]=[CH:4]/[C:5]([NH:20][C:21]1[N:22]=[C:23]2[CH:28]=[CH:27][C:26]([O:29][C:30]3[CH:31]=[CH:32][C:33]([CH3:46])=[C:34]([NH:36][C:37]([C:39]4[N:43]([CH3:44])[N:42]=[C:41]([CH3:45])[CH:40]=4)=[O:38])[CH:35]=3)=[N:25][N:24]2[CH:47]=1)=[O:7]. The catalyst class is: 402. (2) Reactant: [Br:1][C:2]1[CH:3]=[C:4]2[C:10](=[CH:11][CH:12]=1)[C:8](=[O:9])O[C:6]([C:13]([OH:15])=[O:14])=[C:5]2[C:16]1[CH:21]=[CH:20][CH:19]=[CH:18][CH:17]=1.[CH2:22]([NH2:29])[C:23]1[CH:28]=[CH:27][CH:26]=[CH:25][CH:24]=1. Product: [CH2:22]([N:29]1[C:6]([C:13]([OH:15])=[O:14])=[C:5]([C:16]2[CH:21]=[CH:20][CH:19]=[CH:18][CH:17]=2)[C:4]2[C:10](=[CH:11][CH:12]=[C:2]([Br:1])[CH:3]=2)[C:8]1=[O:9])[C:23]1[CH:28]=[CH:27][CH:26]=[CH:25][CH:24]=1. The catalyst class is: 5. (3) Reactant: [F:1][C:2]1[CH:7]=[CH:6][CH:5]=[CH:4][C:3]=1[CH2:8][C:9]#[N:10].C([Li])CCC.[CH2:16]([Mg]Br)[C:17]1[CH:22]=[CH:21][CH:20]=[CH:19][CH:18]=1. Product: [F:1][C:2]1[CH:7]=[CH:6][CH:5]=[CH:4][C:3]=1[CH:8]([CH2:16][C:17]1[CH:22]=[CH:21][CH:20]=[CH:19][CH:18]=1)[C:9]#[N:10]. The catalyst class is: 188. (4) Reactant: [CH3:1][N:2]1[CH2:7][CH2:6][N:5]([CH2:8][C:9]([OH:11])=O)[CH2:4][CH2:3]1.CCN(C(C)C)C(C)C.CN(C(ON1N=NC2C=CC=NC1=2)=[N+](C)C)C.F[P-](F)(F)(F)(F)F.FC(F)(F)C([O-])=O.[C:52]([C:55]1[CH:56]=[CH:57][C:58]2[C:59]([CH:75]3[CH2:80][CH2:79][CH2:78][CH2:77][CH2:76]3)=[C:60]3[C:67]4[CH:68]=[CH:69][C:70]([F:72])=[CH:71][C:66]=4[CH2:65][NH2+:64][CH2:63][CH2:62][N:61]3[C:73]=2[CH:74]=1)([OH:54])=[O:53]. Product: [CH:75]1([C:59]2[C:58]3[CH:57]=[CH:56][C:55]([C:52]([OH:54])=[O:53])=[CH:74][C:73]=3[N:61]3[CH2:62][CH2:63][N:64]([C:9](=[O:11])[CH2:8][N:5]4[CH2:4][CH2:3][N:2]([CH3:1])[CH2:7][CH2:6]4)[CH2:65][C:66]4[CH:71]=[C:70]([F:72])[CH:69]=[CH:68][C:67]=4[C:60]=23)[CH2:76][CH2:77][CH2:78][CH2:79][CH2:80]1. The catalyst class is: 59. (5) Reactant: [Cl:1][C:2]1[C:3]([C:9]#[N:10])=[N:4][CH:5]=[C:6]([OH:8])[CH:7]=1.C([O-])([O-])=O.[Cs+].[Cs+].[F:17][CH2:18]OS(C1C=CC(C)=CC=1)(=O)=O. Product: [Cl:1][C:2]1[C:3]([C:9]#[N:10])=[N:4][CH:5]=[C:6]([O:8][CH2:18][F:17])[CH:7]=1. The catalyst class is: 3. (6) Reactant: [CH3:1][S:2](Cl)(=[O:4])=[O:3].[NH2:6][CH2:7][C:8]1[C:9](=[N:14][NH:15][C:16]2[CH:21]=[CH:20][CH:19]=[C:18]([F:22])[CH:17]=2)[C:10]([NH2:13])=[N:11][N:12]=1. Product: [NH2:13][C:10]1[C:9](=[N:14][NH:15][C:16]2[CH:21]=[CH:20][CH:19]=[C:18]([F:22])[CH:17]=2)[C:8]([CH2:7][NH:6][S:2]([CH3:1])(=[O:4])=[O:3])=[N:12][N:11]=1. The catalyst class is: 3. (7) Reactant: [CH3:1][S:2]([O:5][C:6]1[CH:11]=[CH:10][C:9]([CH2:12][CH2:13][CH2:14]CS([O-])(=O)=O)=[CH:8][CH:7]=1)(=[O:4])=[O:3].[CH2:20]([O:22][C:23](=[O:36])[CH:24]([O:33][CH2:34][CH3:35])[CH2:25][C:26]1[CH:31]=[CH:30][CH:29]=[C:28]([OH:32])[CH:27]=1)[CH3:21].C(=O)([O-])[O-].[K+].[K+]. Product: [CH2:20]([O:22][C:23](=[O:36])[CH:24]([O:33][CH2:34][CH3:35])[CH2:25][C:26]1[CH:31]=[CH:30][CH:29]=[C:28]([O:32][CH2:14][CH2:13][CH2:12][C:9]2[CH:8]=[CH:7][C:6]([O:5][S:2]([CH3:1])(=[O:3])=[O:4])=[CH:11][CH:10]=2)[CH:27]=1)[CH3:21]. The catalyst class is: 10. (8) Reactant: [F:1][C:2]1[CH:7]=[C:6]([CH2:8]C(N2CCOCC2)=S)[CH:5]=[CH:4][C:3]=1[N:17]1[CH2:22][CH2:21][N:20]([C:23]([O:25][C:26]([CH3:29])([CH3:28])[CH3:27])=[O:24])[CH2:19][CH2:18]1.Cl.[OH-].[Na+].[C:33](OC(OC(C)(C)C)=O)([O:35]C(C)(C)C)=[O:34]. Product: [C:26]([O:25][C:23]([N:20]1[CH2:21][CH2:22][N:17]([C:3]2[CH:4]=[CH:5][C:6]([CH2:8][C:33]([OH:35])=[O:34])=[CH:7][C:2]=2[F:1])[CH2:18][CH2:19]1)=[O:24])([CH3:27])([CH3:29])[CH3:28]. The catalyst class is: 30. (9) Reactant: Br[C:2]1[CH:7]=[CH:6][C:5]([S:8]([N:11]([CH2:14][CH3:15])[CH2:12][CH3:13])(=[O:10])=[O:9])=[C:4]([F:16])[CH:3]=1.[C:17]([C:19]1[N:23]([CH3:24])[C:22](B(O)O)=[CH:21][CH:20]=1)#[N:18].[F-].[K+].C(P(C(C)(C)C)C(C)(C)C)(C)(C)C. Product: [C:17]([C:19]1[N:23]([CH3:24])[C:22]([C:2]2[CH:7]=[CH:6][C:5]([S:8]([N:11]([CH2:14][CH3:15])[CH2:12][CH3:13])(=[O:10])=[O:9])=[C:4]([F:16])[CH:3]=2)=[CH:21][CH:20]=1)#[N:18]. The catalyst class is: 110.